Dataset: CYP2C9 substrate classification data from Carbon-Mangels et al.. Task: Regression/Classification. Given a drug SMILES string, predict its absorption, distribution, metabolism, or excretion properties. Task type varies by dataset: regression for continuous measurements (e.g., permeability, clearance, half-life) or binary classification for categorical outcomes (e.g., BBB penetration, CYP inhibition). Dataset: cyp2c9_substrate_carbonmangels. (1) The drug is O=C1CCc2ccc(OCCCCN3CCN(c4cccc(Cl)c4Cl)CC3)cc2N1. The result is 0 (non-substrate). (2) The compound is COc1cc([C@@H]2c3cc4c(cc3[C@@H](O[C@@H]3O[C@@H]5CO[C@@H](C)O[C@H]5[C@H](O)[C@H]3O)[C@H]3COC(=O)[C@H]23)OCO4)cc(OC)c1O. The result is 0 (non-substrate). (3) The drug is CC(C)c1nc(CN(C)C(=O)N[C@H](C(=O)N[C@@H](Cc2ccccc2)C[C@H](O)[C@H](Cc2ccccc2)NC(=O)OCc2cncs2)C(C)C)cs1. The result is 1 (substrate).